Dataset: TCR-epitope binding with 47,182 pairs between 192 epitopes and 23,139 TCRs. Task: Binary Classification. Given a T-cell receptor sequence (or CDR3 region) and an epitope sequence, predict whether binding occurs between them. The epitope is TLVPQEHYV. The TCR CDR3 sequence is CASSEGLYYTYEQYF. Result: 0 (the TCR does not bind to the epitope).